Task: Predict which catalyst facilitates the given reaction.. Dataset: Catalyst prediction with 721,799 reactions and 888 catalyst types from USPTO (1) The catalyst class is: 7. Reactant: CN1CCOCC1.C(Cl)(=O)OCC(C)C.[C:16]([O:20][C:21]([NH:23][C@@H:24]1[CH2:29][CH2:28][CH2:27][N:26]([C:30]2[N:34]([CH2:35][O:36][CH3:37])[N:33]=[C:32]([C:38]([OH:40])=O)[C:31]=2[CH2:41][C:42]2[CH:47]=[CH:46][CH:45]=[CH:44][C:43]=2[Cl:48])[CH2:25]1)=[O:22])([CH3:19])([CH3:18])[CH3:17].Cl.[O:50]=[C:51]([CH2:58][C:59]([O:61][CH3:62])=[O:60])[C@@H:52]([C:54]([O:56][CH3:57])=[O:55])[NH2:53].S([O-])(O)(=O)=O.[K+]. Product: [C:16]([O:20][C:21]([NH:23][C@@H:24]1[CH2:29][CH2:28][CH2:27][N:26]([C:30]2[N:34]([CH2:35][O:36][CH3:37])[N:33]=[C:32]([C:38]([NH:53][C@H:52]([C:54]([O:56][CH3:57])=[O:55])[C:51](=[O:50])[CH2:58][C:59]([O:61][CH3:62])=[O:60])=[O:40])[C:31]=2[CH2:41][C:42]2[CH:47]=[CH:46][CH:45]=[CH:44][C:43]=2[Cl:48])[CH2:25]1)=[O:22])([CH3:18])([CH3:17])[CH3:19]. (2) Reactant: [F:1][C:2]1[CH:7]=[CH:6][C:5]([N:8]2[C:12]([C:13]3[CH:23]=[CH:22][C:16]4[O:17][CH2:18][C:19](=[O:21])[NH:20][C:15]=4[CH:14]=3)=[CH:11][CH:10]=[N:9]2)=[CH:4][CH:3]=1.C1C(=O)N([Cl:31])C(=O)C1. Product: [Cl:31][C:11]1[CH:10]=[N:9][N:8]([C:5]2[CH:6]=[CH:7][C:2]([F:1])=[CH:3][CH:4]=2)[C:12]=1[C:13]1[CH:23]=[CH:22][C:16]2[O:17][CH2:18][C:19](=[O:21])[NH:20][C:15]=2[CH:14]=1. The catalyst class is: 18. (3) Reactant: [CH2:1]([O:3][C:4](=[O:19])[CH:5]=[CH:6][C:7]1[S:8][C:9]([NH2:18])=[C:10]([CH2:12][C:13](OCC)=[O:14])[CH:11]=1)[CH3:2].C[Al](C)C. Product: [CH2:1]([O:3][C:4](=[O:19])[CH:5]=[CH:6][C:7]1[S:8][C:9]2[NH:18][C:13](=[O:14])[CH2:12][C:10]=2[CH:11]=1)[CH3:2]. The catalyst class is: 4. (4) The catalyst class is: 4. Reactant: FC(F)(F)C(O)=O.C(OC(=O)[N:14]([C:28]1[CH:33]=[CH:32][C:31]([Cl:34])=[CH:30][CH:29]=1)[C:15]1[CH:20]=[N:19][CH:18]=[C:17]([C:21]2[CH:26]=[CH:25][CH:24]=[C:23]([CH3:27])[N:22]=2)[N:16]=1)(C)(C)C.[OH-].[NH4+]. Product: [Cl:34][C:31]1[CH:30]=[CH:29][C:28]([NH:14][C:15]2[CH:20]=[N:19][CH:18]=[C:17]([C:21]3[CH:26]=[CH:25][CH:24]=[C:23]([CH3:27])[N:22]=3)[N:16]=2)=[CH:33][CH:32]=1. (5) Reactant: [OH:1][C:2]1[CH:10]=[CH:9][C:8]([C:11]2[N:12]([C:27]([O:29][C:30]([CH3:33])([CH3:32])[CH3:31])=[O:28])[C:13]3[C:18]([CH:19]=2)=[CH:17][C:16]([CH2:20][N:21]2[CH2:26][CH2:25][CH2:24][CH2:23][CH2:22]2)=[CH:15][CH:14]=3)=[C:7]2[C:3]=1[CH2:4][NH:5][C:6]2=[O:34].C(N(CC)CC)C.[Cl:42][C:43]1[CH:48]=[CH:47][CH:46]=[C:45]([Cl:49])[C:44]=1[S:50](Cl)(=[O:52])=[O:51]. Product: [Cl:42][C:43]1[CH:48]=[CH:47][CH:46]=[C:45]([Cl:49])[C:44]=1[S:50]([O:1][C:2]1[CH:10]=[CH:9][C:8]([C:11]2[N:12]([C:27]([O:29][C:30]([CH3:31])([CH3:33])[CH3:32])=[O:28])[C:13]3[C:18]([CH:19]=2)=[CH:17][C:16]([CH2:20][N:21]2[CH2:26][CH2:25][CH2:24][CH2:23][CH2:22]2)=[CH:15][CH:14]=3)=[C:7]2[C:3]=1[CH2:4][NH:5][C:6]2=[O:34])(=[O:52])=[O:51]. The catalyst class is: 10. (6) Reactant: [CH3:1][O:2][C:3]1[CH:4]=[C:5]2[O:9][C:8]([C:10]3[N:11]=[C:12]4[CH:17]=[CH:16][C:15]([CH3:18])=[N:14][N:13]4[CH:19]=3)=[CH:7][C:6]2=[C:20]([OH:22])[CH:21]=1.Br[CH2:24][C:25]1[N:26]=[C:27]([C:30]2([F:36])[CH2:35][CH2:34][O:33][CH2:32][CH2:31]2)[S:28][CH:29]=1.C(=O)([O-])[O-].[K+].[K+]. Product: [F:36][C:30]1([C:27]2[S:28][CH:29]=[C:25]([CH2:24][O:22][C:20]3[C:6]4[CH:7]=[C:8]([C:10]5[N:11]=[C:12]6[CH:17]=[CH:16][C:15]([CH3:18])=[N:14][N:13]6[CH:19]=5)[O:9][C:5]=4[CH:4]=[C:3]([O:2][CH3:1])[CH:21]=3)[N:26]=2)[CH2:35][CH2:34][O:33][CH2:32][CH2:31]1. The catalyst class is: 174. (7) Reactant: [Li]CCCC.[CH3:6][C:7]1[S:11][CH:10]=[N:9][CH:8]=1.[CH2:12]([O:19][C:20]1[N:25]=[C:24]([C:26](OC)=[O:27])[CH:23]=[CH:22][CH:21]=1)[C:13]1[CH:18]=[CH:17][CH:16]=[CH:15][CH:14]=1.Cl. Product: [CH2:12]([O:19][C:20]1[N:25]=[C:24]([C:26]([C:10]2[S:11][C:7]([CH3:6])=[CH:8][N:9]=2)=[O:27])[CH:23]=[CH:22][CH:21]=1)[C:13]1[CH:14]=[CH:15][CH:16]=[CH:17][CH:18]=1. The catalyst class is: 1. (8) Reactant: [Cl:1][C:2]1[CH:9]=[CH:8][C:5]([NH:6][CH3:7])=[CH:4][CH:3]=1.C(N(CC)CC)C.Cl[S:18]([C:21]1[CH:22]=[C:23]([CH:27]=[CH:28][CH:29]=1)[C:24]([OH:26])=[O:25])(=[O:20])=[O:19]. Product: [Cl:1][C:2]1[CH:9]=[CH:8][C:5]([N:6]([CH3:7])[S:18]([C:21]2[CH:22]=[C:23]([CH:27]=[CH:28][CH:29]=2)[C:24]([OH:26])=[O:25])(=[O:20])=[O:19])=[CH:4][CH:3]=1. The catalyst class is: 5. (9) Reactant: [NH:1]1[CH2:4][CH2:3][CH2:2]1.F[C:6]1[CH:11]=[C:10]([C:12]([N:14]2[CH2:19][CH2:18][CH2:17][CH:16]([C:20]3[CH:25]=[CH:24][C:23]([CH3:26])=[CH:22][CH:21]=3)[CH2:15]2)=[O:13])[CH:9]=[CH:8][N:7]=1. Product: [N:1]1([C:6]2[CH:11]=[C:10]([C:12]([N:14]3[CH2:19][CH2:18][CH2:17][CH:16]([C:20]4[CH:21]=[CH:22][C:23]([CH3:26])=[CH:24][CH:25]=4)[CH2:15]3)=[O:13])[CH:9]=[CH:8][N:7]=2)[CH2:4][CH2:3][CH2:2]1. The catalyst class is: 1. (10) Reactant: [F:1][C:2]([F:22])([F:21])[C:3]1[CH:8]=[CH:7][C:6]([C:9]2[N:14]=[C:13]([CH:15]([OH:20])[CH2:16][CH2:17][CH2:18][CH3:19])[CH:12]=[CH:11][CH:10]=2)=[CH:5][CH:4]=1.O[C:24]1[CH:36]=[CH:35][C:27]([O:28][CH2:29][C:30]([O:32][CH2:33][CH3:34])=[O:31])=[CH:26][CH:25]=1.P(CCCC)(CCCC)CCCC. Product: [F:22][C:2]([F:21])([F:1])[C:3]1[CH:4]=[CH:5][C:6]([C:9]2[N:14]=[C:13]([CH:15]([O:20][C:26]3[CH:25]=[CH:24][CH:36]=[CH:35][C:27]=3[O:28][CH2:29][C:30]([O:32][CH2:33][CH3:34])=[O:31])[CH2:16][CH2:17][CH2:18][CH3:19])[CH:12]=[CH:11][CH:10]=2)=[CH:7][CH:8]=1. The catalyst class is: 1.